This data is from Reaction yield outcomes from USPTO patents with 853,638 reactions. The task is: Predict the reaction yield, written as a fraction of the theoretical maximum amount of product (1.0 means a 100% yield; for example, 0.34 means a 34% yield). (1) The reactants are C([O:9][CH:10]1[O:42][C@@H:41]([CH3:43])[C@H:31]([O:32][C:33](=[O:40])[C:34]2[CH:39]=[CH:38][CH:37]=[CH:36][CH:35]=2)[C@@H:21]([O:22][C:23](=[O:30])[C:24]2[CH:29]=[CH:28][CH:27]=[CH:26][CH:25]=2)[C@H:11]1[O:12][C:13](=[O:20])[C:14]1[CH:19]=[CH:18][CH:17]=[CH:16][CH:15]=1)(=O)C1C=CC=CC=1. The catalyst is CO.C1COCC1. The product is [C:13]([O:12][C@@H:11]1[C@H:21]([O:22][C:23](=[O:30])[C:24]2[CH:29]=[CH:28][CH:27]=[CH:26][CH:25]=2)[C@@H:31]([O:32][C:33](=[O:40])[C:34]2[CH:35]=[CH:36][CH:37]=[CH:38][CH:39]=2)[C@H:41]([CH3:43])[O:42][CH:10]1[OH:9])(=[O:20])[C:14]1[CH:19]=[CH:18][CH:17]=[CH:16][CH:15]=1. The yield is 0.870. (2) The reactants are [Cl:1][C:2]1[N:7]=[C:6](Cl)[CH:5]=[CH:4][N:3]=1.C(=O)([O-])[O-].[K+].[K+].[Br:15][C:16]1[N:17]=[CH:18][NH:19][CH:20]=1.O. The catalyst is CN(C=O)C. The product is [Br:15][C:16]1[N:17]=[CH:18][N:19]([C:6]2[CH:5]=[CH:4][N:3]=[C:2]([Cl:1])[N:7]=2)[CH:20]=1. The yield is 0.230.